This data is from Catalyst prediction with 721,799 reactions and 888 catalyst types from USPTO. The task is: Predict which catalyst facilitates the given reaction. (1) Reactant: [CH3:1][CH:2]([CH3:12])[CH2:3][CH2:4][C:5]1[CH:10]=[CH:9][CH:8]=[CH:7][C:6]=1[NH2:11].[F:13][C:14]1[N:18]([CH3:19])[N:17]=[C:16]([CH3:20])[C:15]=1[C:21](Cl)=[O:22].C(N(CC)CC)C. The catalyst class is: 7. Product: [F:13][C:14]1[N:18]([CH3:19])[N:17]=[C:16]([CH3:20])[C:15]=1[C:21]([NH:11][C:6]1[CH:7]=[CH:8][CH:9]=[CH:10][C:5]=1[CH2:4][CH2:3][CH:2]([CH3:12])[CH3:1])=[O:22]. (2) Reactant: [Cl:1][C:2]1[C:3]([N:8]2[C:12]([C:13]3[O:22][C:21](=[O:23])[C:20]4[C:15](=[C:16]([C:27]#[N:28])[CH:17]=[C:18]5[CH:26]=[N:25][NH:24][C:19]5=4)[N:14]=3)=[CH:11][C:10]([C:29]([F:32])([F:31])[F:30])=[N:9]2)=[N:4][CH:5]=[CH:6][CH:7]=1.[CH:33]([NH2:36])([CH3:35])[CH3:34]. Product: [CH:33]([NH:36][C:21]([C:20]1[C:15]([NH:14][C:13]([C:12]2[N:8]([C:3]3[C:2]([Cl:1])=[CH:7][CH:6]=[CH:5][N:4]=3)[N:9]=[C:10]([C:29]([F:30])([F:31])[F:32])[CH:11]=2)=[O:22])=[C:16]([C:27]#[N:28])[CH:17]=[C:18]2[C:19]=1[NH:24][N:25]=[CH:26]2)=[O:23])([CH3:35])[CH3:34]. The catalyst class is: 47. (3) Reactant: Br[C:2]1[CH:7]=[CH:6][C:5](/[CH:8]=[CH:9]/[C@H:10]2[O:19][C@H:13]3[O:14][C:15]([CH3:18])([CH3:17])[O:16][C@H:12]3[C@H:11]2[CH2:20][CH2:21][N:22]2[C:27](=[O:28])[C:26]3[CH:29]=[CH:30][CH:31]=[CH:32][C:25]=3[N:24]=[N:23]2)=[CH:4][CH:3]=1.O1CCCC1. Product: [CH3:17][C:15]1([CH3:18])[O:14][C@@H:13]2[O:19][C@H:10]([CH2:9][CH2:8][C:5]3[CH:4]=[CH:3][CH:2]=[CH:7][CH:6]=3)[C@H:11]([CH2:20][CH2:21][N:22]3[C:27](=[O:28])[C:26]4[CH:29]=[CH:30][CH:31]=[CH:32][C:25]=4[N:24]=[N:23]3)[C@@H:12]2[O:16]1. The catalyst class is: 43. (4) Reactant: Br[C:2]1[S:3][N:4]=[C:5]2[CH:10]=[C:9]([Br:11])[CH:8]=[N:7][C:6]=12.[OH:12][CH:13]1[CH2:18][CH2:17][CH2:16][NH:15][CH2:14]1. Product: [Br:11][C:9]1[CH:8]=[N:7][C:6]2=[C:2]([N:15]3[CH2:16][CH2:17][CH2:18][CH:13]([OH:12])[CH2:14]3)[S:3][N:4]=[C:5]2[CH:10]=1. The catalyst class is: 14. (5) Reactant: [H-].[Al+3].[Li+].[H-].[H-].[H-].C([O:9][C:10]([C:12]1[O:16][C:15]([C:17]2[CH:22]=[CH:21][C:20]([O:23][CH3:24])=[CH:19][CH:18]=2)=[N:14][C:13]=1[CH2:25][O:26][CH:27]1[CH2:32][CH2:31][CH2:30][CH2:29][O:28]1)=O)C. Product: [CH3:24][O:23][C:20]1[CH:21]=[CH:22][C:17]([C:15]2[O:16][C:12]([CH2:10][OH:9])=[C:13]([CH2:25][O:26][CH:27]3[CH2:32][CH2:31][CH2:30][CH2:29][O:28]3)[N:14]=2)=[CH:18][CH:19]=1. The catalyst class is: 7. (6) Reactant: [OH:1][C:2]1[CH:3]=[C:4]2[C:9](=[C:10]([CH3:12])[CH:11]=1)[O:8][CH:7]([C:13]([F:16])([F:15])[F:14])[C:6]([C:17]([O:19][CH2:20][CH3:21])=[O:18])=[CH:5]2.[C:22]([O-])([O-])=O.[K+].[K+]. Product: [CH3:22][O:1][C:2]1[CH:3]=[C:4]2[C:9](=[C:10]([CH3:12])[CH:11]=1)[O:8][CH:7]([C:13]([F:16])([F:14])[F:15])[C:6]([C:17]([O:19][CH2:20][CH3:21])=[O:18])=[CH:5]2. The catalyst class is: 21.